The task is: Predict the reactants needed to synthesize the given product.. This data is from Full USPTO retrosynthesis dataset with 1.9M reactions from patents (1976-2016). (1) Given the product [CH2:11]([C:12]1[C:3](=[O:2])[CH2:4][CH2:5][C:9]2([CH3:13])[C:8]=1[CH2:7][CH2:6][C:5]1[C:10]2=[CH:11][CH:12]=[C:3]([O:2][CH3:1])[CH:4]=1)[CH2:10][CH2:9][CH3:8], predict the reactants needed to synthesize it. The reactants are: [CH3:1][O:2][C:3]1[CH:4]=[C:5]2[C:10](=[CH:11][CH:12]=1)[CH:9]([CH3:13])[C:8](=O)[CH2:7][CH2:6]2. (2) Given the product [C:1]([C:4]1[C:8]([CH3:9])=[C:7]([C:10]2[CH:15]=[CH:14][N:13]=[CH:12][CH:11]=2)[NH:6][C:5]=1[C:21]1[CH:22]=[CH:23][C:18]([F:17])=[CH:19][CH:20]=1)(=[O:3])[CH3:2], predict the reactants needed to synthesize it. The reactants are: [C:1]([C:4]1[C:8]([CH3:9])=[C:7]([C:10]2[CH:15]=[CH:14][N:13]=[CH:12][CH:11]=2)[NH:6][C:5]=1Br)(=[O:3])[CH3:2].[F:17][C:18]1[CH:23]=[CH:22][C:21](B(O)O)=[CH:20][CH:19]=1. (3) The reactants are: [CH3:1][C@@H:2]1[CH2:6][CH2:5][CH2:4][N:3]1[CH2:7][CH2:8][C:9]1[O:10][C:11]2[CH:17]=[CH:16][C:15]([C:18]3[CH:25]=[CH:24][C:21]([C:22]#[N:23])=[CH:20][CH:19]=3)=[CH:14][C:12]=2[CH:13]=1.[O-:26][Mn](=O)(=O)=O.[K+].[O-]S([O-])(=O)=O.[Mg+2]. Given the product [CH3:1][C@@H:2]1[CH2:6][CH2:5][C:4](=[O:26])[N:3]1[CH2:7][CH2:8][C:9]1[O:10][C:11]2[CH:17]=[CH:16][C:15]([C:18]3[CH:19]=[CH:20][C:21]([C:22]#[N:23])=[CH:24][CH:25]=3)=[CH:14][C:12]=2[CH:13]=1, predict the reactants needed to synthesize it.